Dataset: Peptide-MHC class II binding affinity with 134,281 pairs from IEDB. Task: Regression. Given a peptide amino acid sequence and an MHC pseudo amino acid sequence, predict their binding affinity value. This is MHC class II binding data. (1) The peptide sequence is TLWQRPVVTIKIGGQLREAL. The MHC is DRB1_0701 with pseudo-sequence DRB1_0701. The binding affinity (normalized) is 0.358. (2) The peptide sequence is QAVMEMTYKNKVVKV. The MHC is HLA-DQA10102-DQB10501 with pseudo-sequence HLA-DQA10102-DQB10501. The binding affinity (normalized) is 0.547. (3) The peptide sequence is TVTVFKIPKKASEGA. The MHC is HLA-DQA10301-DQB10302 with pseudo-sequence HLA-DQA10301-DQB10302. The binding affinity (normalized) is 0.0808. (4) The peptide sequence is AGRFEVHAQTVEDEA. The MHC is DRB1_0901 with pseudo-sequence DRB1_0901. The binding affinity (normalized) is 0.538. (5) The peptide sequence is SEELRSLYNTVATLYCVHQ. The MHC is HLA-DPA10201-DPB10101 with pseudo-sequence HLA-DPA10201-DPB10101. The binding affinity (normalized) is 0.375.